This data is from Catalyst prediction with 721,799 reactions and 888 catalyst types from USPTO. The task is: Predict which catalyst facilitates the given reaction. (1) Product: [F:31][C:32]1[CH:37]=[C:36]([C:2]2[C:3]([C:16]3[CH:21]=[CH:20][CH:19]=[C:18]([N+:22]([O-:24])=[O:23])[CH:17]=3)=[N:4][N:5]([CH2:7][C:8]3[CH:13]=[CH:12][C:11]([O:14][CH3:15])=[CH:10][CH:9]=3)[CH:6]=2)[CH:35]=[CH:34][N:33]=1. Reactant: I[C:2]1[C:3]([C:16]2[CH:21]=[CH:20][CH:19]=[C:18]([N+:22]([O-:24])=[O:23])[CH:17]=2)=[N:4][N:5]([CH2:7][C:8]2[CH:13]=[CH:12][C:11]([O:14][CH3:15])=[CH:10][CH:9]=2)[CH:6]=1.C(=O)([O-])[O-].[Cs+].[Cs+].[F:31][C:32]1[C:37](B(O)O)=[CH:36][CH:35]=[CH:34][N:33]=1. The catalyst class is: 70. (2) Reactant: [CH3:1]/[CH:2]=[CH:3]/[C:4]([CH:6]1[C:11]([CH3:13])([CH3:12])[CH2:10][CH:9]=[CH:8][CH:7]1[CH3:14])=[O:5].[SH:15][CH:16]([CH2:20][C:21]([OH:23])=[O:22])[C:17]([OH:19])=[O:18]. Product: [O:5]=[C:4]([CH:6]1[C:11]([CH3:12])([CH3:13])[CH2:10][CH:9]=[CH:8][CH:7]1[CH3:14])[CH2:3][CH:2]([S:15][CH:16]([CH2:20][C:21]([OH:23])=[O:22])[C:17]([OH:19])=[O:18])[CH3:1]. The catalyst class is: 16. (3) Reactant: [Cl:1][C:2]1[CH:7]=[CH:6][C:5]([CH2:8][C:9](O)=[O:10])=[CH:4][N:3]=1.C(N(CC)CC)C.ClC(OCC(C)C)=O.[BH4-].[Na+]. Product: [Cl:1][C:2]1[N:3]=[CH:4][C:5]([CH2:8][CH2:9][OH:10])=[CH:6][CH:7]=1. The catalyst class is: 1. (4) Reactant: Br[C:2]1[CH:7]=[CH:6][C:5]([N:8]2[C@@H:12]([C:13]3[CH:18]=[CH:17][CH:16]=[CH:15][CH:14]=3)[C:11]([CH3:20])([CH3:19])[O:10][C:9]2=[O:21])=[CH:4][CH:3]=1.[B:22]1([B:22]2[O:26][C:25]([CH3:28])([CH3:27])[C:24]([CH3:30])([CH3:29])[O:23]2)[O:26][C:25]([CH3:28])([CH3:27])[C:24]([CH3:30])([CH3:29])[O:23]1.C([O-])(=O)C.[K+]. Product: [CH3:19][C:11]1([CH3:20])[O:10][C:9](=[O:21])[N:8]([C:5]2[CH:6]=[CH:7][C:2]([B:22]3[O:26][C:25]([CH3:28])([CH3:27])[C:24]([CH3:30])([CH3:29])[O:23]3)=[CH:3][CH:4]=2)[C@H:12]1[C:13]1[CH:18]=[CH:17][CH:16]=[CH:15][CH:14]=1. The catalyst class is: 819. (5) Reactant: [CH2:1]([O:11][C:12]1[CH:17]=[CH:16][N:15]=[C:14]([CH2:18]O)[C:13]=1[CH3:20])[CH2:2][CH2:3][CH2:4][CH2:5][CH2:6][CH2:7][CH2:8][CH2:9][CH3:10].S(Cl)([Cl:23])=O.C(=O)(O)[O-].[Na+]. Product: [CH2:1]([O:11][C:12]1[CH:17]=[CH:16][N:15]=[C:14]([CH2:18][Cl:23])[C:13]=1[CH3:20])[CH2:2][CH2:3][CH2:4][CH2:5][CH2:6][CH2:7][CH2:8][CH2:9][CH3:10]. The catalyst class is: 13. (6) The catalyst class is: 16. Product: [N:1]1([C:8]2[CH:9]=[C:10]([CH:13]=[CH:14][CH:15]=2)[C:11]#[N:12])[CH2:6][CH2:5][NH:4][CH2:3][CH2:2]1. Reactant: [NH:1]1[CH2:6][CH2:5][NH:4][CH2:3][CH2:2]1.F[C:8]1[CH:9]=[C:10]([CH:13]=[CH:14][CH:15]=1)[C:11]#[N:12].O.